Regression. Given a peptide amino acid sequence and an MHC pseudo amino acid sequence, predict their binding affinity value. This is MHC class I binding data. From a dataset of Peptide-MHC class I binding affinity with 185,985 pairs from IEDB/IMGT. (1) The peptide sequence is KHNSAESAK. The MHC is HLA-A11:01 with pseudo-sequence HLA-A11:01. The binding affinity (normalized) is 0.0847. (2) The peptide sequence is ISNNHIISK. The MHC is HLA-A29:02 with pseudo-sequence HLA-A29:02. The binding affinity (normalized) is 0.0847. (3) The peptide sequence is QLLDFLLAY. The binding affinity (normalized) is 0.628. The MHC is HLA-B15:02 with pseudo-sequence HLA-B15:02. (4) The peptide sequence is FVDTMSIYI. The MHC is HLA-C05:01 with pseudo-sequence HLA-C05:01. The binding affinity (normalized) is 0.936.